This data is from Forward reaction prediction with 1.9M reactions from USPTO patents (1976-2016). The task is: Predict the product of the given reaction. (1) Given the reactants [CH3:1][CH:2]([O:6][C:7]1[N:15]=[C:14]2[C:10]([N:11]=[C:12]([O:23]C)[N:13]2[CH2:16][CH:17]2[CH2:22][CH2:21][O:20][CH2:19][CH2:18]2)=[C:9]([NH2:25])[N:8]=1)[CH2:3][O:4][CH3:5].Cl.[OH-].[Na+], predict the reaction product. The product is: [NH2:25][C:9]1[N:8]=[C:7]([O:6][CH:2]([CH3:1])[CH2:3][O:4][CH3:5])[N:15]=[C:14]2[C:10]=1[NH:11][C:12](=[O:23])[N:13]2[CH2:16][CH:17]1[CH2:18][CH2:19][O:20][CH2:21][CH2:22]1. (2) Given the reactants [C:1]([N:4]1[CH2:9][CH2:8][C@H:7]([NH:10][C:11](=[O:20])[O:12][CH2:13][C:14]2[CH:19]=[CH:18][CH:17]=[CH:16][CH:15]=2)[C@H:6]([O:21][CH2:22][CH3:23])[CH2:5]1)(=[O:3])[NH2:2].Br[CH:25]([CH2:35][CH3:36])[C:26](=O)[C:27]([O:29][CH2:30][CH2:31]CC)=[O:28].C(=O)(O)[O-].[Na+], predict the reaction product. The product is: [CH2:13]([O:12][C:11]([NH:10][C@H:7]1[CH2:8][CH2:9][N:4]([C:1]2[O:3][C:25]([CH2:35][CH3:36])=[C:26]([C:27]([O:29][CH2:30][CH3:31])=[O:28])[N:2]=2)[CH2:5][C@H:6]1[O:21][CH2:22][CH3:23])=[O:20])[C:14]1[CH:15]=[CH:16][CH:17]=[CH:18][CH:19]=1.